From a dataset of Forward reaction prediction with 1.9M reactions from USPTO patents (1976-2016). Predict the product of the given reaction. The product is: [OH:21][C:19]1[C:20]2[C:12]([C:4]3[S:5][C:6]([C:7]#[C:8][CH2:9][O:10][CH3:11])=[C:2]([CH:27]=[CH2:28])[CH:3]=3)=[CH:13][S:14][C:15]=2[NH:16][C:17](=[O:24])[C:18]=1[C:22]#[N:23]. Given the reactants Br[C:2]1[CH:3]=[C:4]([C:12]2[C:20]3[C:19]([OH:21])=[C:18]([C:22]#[N:23])[C:17](=[O:24])[NH:16][C:15]=3[S:14][CH:13]=2)[S:5][C:6]=1[C:7]#[C:8][CH2:9][O:10][CH3:11].CO[CH2:27][CH2:28]OC.C([Sn](CCCC)(CCCC)CCCC)=C, predict the reaction product.